This data is from Reaction yield outcomes from USPTO patents with 853,638 reactions. The task is: Predict the reaction yield, written as a fraction of the theoretical maximum amount of product (1.0 means a 100% yield; for example, 0.34 means a 34% yield). (1) The reactants are [C:1]([O:8][CH2:9][CH3:10])(=[O:7])[C:2](OCC)=O.[CH2:11]([O:18][CH2:19][C:20]([O:22]CC)=O)[C:12]1[CH:17]=[CH:16][CH:15]=[CH:14][CH:13]=1.[H-].[Na+].Cl.[NH:28]=[C:29]1[CH2:34][CH2:33][CH2:32][CH2:31][NH:30]1.[O-]CC.[Na+]. The catalyst is O1CCCC1.C(O)C.C(O)(=O)C. The product is [CH2:11]([O:18][C:19]1[C:20](=[O:22])[N:30]2[CH2:31][CH2:32][CH2:33][CH2:34][C:29]2=[N:28][C:2]=1[C:1]([O:8][CH2:9][CH3:10])=[O:7])[C:12]1[CH:13]=[CH:14][CH:15]=[CH:16][CH:17]=1. The yield is 0.140. (2) The yield is 0.810. The product is [CH3:21][P:19]([C:16]1[CH:17]=[CH:18][C:13]([NH:12][C:4]2[N:3]=[C:2]([NH:30][CH2:31][CH2:32][C:33]3[C:41]4[C:36](=[CH:37][CH:38]=[CH:39][CH:40]=4)[NH:35][CH:34]=3)[C:7]([C:8]([F:11])([F:10])[F:9])=[CH:6][N:5]=2)=[CH:14][CH:15]=1)([CH3:22])=[O:20]. The reactants are Cl[C:2]1[C:7]([C:8]([F:11])([F:10])[F:9])=[CH:6][N:5]=[C:4]([NH:12][C:13]2[CH:18]=[CH:17][C:16]([P:19]([CH3:22])([CH3:21])=[O:20])=[CH:15][CH:14]=2)[N:3]=1.C(N(CC)CC)C.[NH2:30][CH2:31][CH2:32][C:33]1[C:41]2[C:36](=[CH:37][CH:38]=[CH:39][CH:40]=2)[NH:35][CH:34]=1. The catalyst is C(O)C. (3) The reactants are [NH2:1][C:2]1[CH:7]=[CH:6][C:5]([F:8])=[CH:4][N:3]=1.CS(C)=O.[I:13]N1C(=O)CCC1=O.C(=O)([O-])O.[Na+]. The catalyst is C(O)(=O)C. The product is [F:8][C:5]1[CH:6]=[C:7]([I:13])[C:2]([NH2:1])=[N:3][CH:4]=1. The yield is 0.180. (4) The reactants are [Br:1][C:2]1[C:7]([CH:8]=[O:9])=[C:6]([F:10])[C:5]([O:11][CH2:12][CH3:13])=[CH:4][CH:3]=1.CC1C=CC(S(O)(=O)=[O:22])=CC=1.[C:25]1([CH3:31])C=CC=CC=1. The product is [Br:1][C:2]1[C:7]([CH:8]2[O:22][CH2:25][CH2:31][O:9]2)=[C:6]([F:10])[C:5]([O:11][CH2:12][CH3:13])=[CH:4][CH:3]=1. The yield is 0.988. No catalyst specified. (5) The reactants are [CH2:1]([C:4]1[C:8]([CH2:9][OH:10])=[CH:7][N:6]([C:11]2[CH:16]=[CH:15][C:14]([C:17]([F:20])([F:19])[F:18])=[CH:13][N:12]=2)[N:5]=1)[CH2:2][CH3:3].O[C:22]1[CH:23]=[C:24]([CH2:28][C:29]([O:31]C)=[O:30])[CH:25]=[CH:26][CH:27]=1.C(P(CCCC)CCCC)CCC.N(C(N1CCCCC1)=O)=NC(N1CCCCC1)=O. The catalyst is O1CCCC1. The product is [CH2:1]([C:4]1[C:8]([CH2:9][O:10][C:22]2[CH:23]=[C:24]([CH2:28][C:29]([OH:31])=[O:30])[CH:25]=[CH:26][CH:27]=2)=[CH:7][N:6]([C:11]2[CH:16]=[CH:15][C:14]([C:17]([F:19])([F:18])[F:20])=[CH:13][N:12]=2)[N:5]=1)[CH2:2][CH3:3]. The yield is 0.770. (6) The reactants are C(OC([NH:8][CH:9]([C:49]1[CH:50]=[C:51]([NH:55][CH2:56][CH2:57][CH2:58][C:59]([O:61][CH2:62][CH3:63])=[O:60])[CH:52]=[CH:53][CH:54]=1)[CH2:10][N:11]1[C:16](=[O:17])[C:15]2[C:18]3([O:34][CH2:35][C:14]=2[N:13]([CH2:36][C:37]2[C:42]([C:43]([F:46])([F:45])[F:44])=[CH:41][CH:40]=[CH:39][C:38]=2[F:47])[C:12]1=[O:48])[CH2:23][CH2:22][N:21]([CH2:24][C:25]1[O:26][C:27]([C:30]([F:33])([F:32])[F:31])=[CH:28][CH:29]=1)[CH2:20][CH2:19]3)=O)(C)(C)C.FC(F)(F)C(O)=O.C(=O)(O)[O-].[Na+]. The catalyst is ClCCl. The product is [NH2:8][CH:9]([C:49]1[CH:50]=[C:51]([NH:55][CH2:56][CH2:57][CH2:58][C:59]([O:61][CH2:62][CH3:63])=[O:60])[CH:52]=[CH:53][CH:54]=1)[CH2:10][N:11]1[C:16](=[O:17])[C:15]2[C:18]3([O:34][CH2:35][C:14]=2[N:13]([CH2:36][C:37]2[C:42]([C:43]([F:44])([F:45])[F:46])=[CH:41][CH:40]=[CH:39][C:38]=2[F:47])[C:12]1=[O:48])[CH2:19][CH2:20][N:21]([CH2:24][C:25]1[O:26][C:27]([C:30]([F:32])([F:31])[F:33])=[CH:28][CH:29]=1)[CH2:22][CH2:23]3. The yield is 0.730. (7) The reactants are [Cl:1][C:2]1[CH:3]=[C:4]([CH:8]=[CH:9][CH:10]=1)[C:5](O)=[O:6].CCN=C=NCCC[N:19]([CH3:21])C.Cl.Cl.CN([CH:27]=[O:28])C. The catalyst is O. The product is [Cl:1][C:2]1[CH:3]=[C:4]([CH:8]=[CH:9][CH:10]=1)[C:5]([N:19]([O:28][CH3:27])[CH3:21])=[O:6]. The yield is 0.620.